From a dataset of Full USPTO retrosynthesis dataset with 1.9M reactions from patents (1976-2016). Predict the reactants needed to synthesize the given product. (1) Given the product [OH:23][NH:22][C:1](=[NH:2])[C:3]1[CH:4]=[CH:5][C:6]2[O:12][CH2:11][CH2:10][N:9]([C:13]([O:15][C:16]([CH3:17])([CH3:18])[CH3:19])=[O:14])[CH2:8][C:7]=2[CH:20]=1, predict the reactants needed to synthesize it. The reactants are: [C:1]([C:3]1[CH:4]=[CH:5][C:6]2[O:12][CH2:11][CH2:10][N:9]([C:13]([O:15][C:16]([CH3:19])([CH3:18])[CH3:17])=[O:14])[CH2:8][C:7]=2[CH:20]=1)#[N:2].Cl.[NH2:22][OH:23].C(=O)(O)[O-].[Na+]. (2) Given the product [N:29]1[CH:34]=[CH:33][C:32]([CH2:35][NH:36][C:18]([C:17]2[N:8]([CH2:1][C:2]3[CH:3]=[CH:4][CH:5]=[CH:6][CH:7]=3)[C:9](=[O:28])[C:10]3[C:15]([C:16]=2[C:21]2[CH:22]=[CH:23][CH:24]=[CH:25][CH:26]=2)=[CH:14][C:13]([Br:27])=[CH:12][CH:11]=3)=[O:19])=[CH:31][CH:30]=1, predict the reactants needed to synthesize it. The reactants are: [CH2:1]([N:8]1[C:17]([C:18](O)=[O:19])=[C:16]([C:21]2[CH:26]=[CH:25][CH:24]=[CH:23][CH:22]=2)[C:15]2[C:10](=[CH:11][CH:12]=[C:13]([Br:27])[CH:14]=2)[C:9]1=[O:28])[C:2]1[CH:7]=[CH:6][CH:5]=[CH:4][CH:3]=1.[N:29]1[CH:34]=[CH:33][C:32]([CH2:35][NH2:36])=[CH:31][CH:30]=1. (3) Given the product [Br:17][C:11]1[CH:10]=[C:9]([S:8][CH2:1][CH:2]2[CH2:7][CH2:6][CH2:5][CH2:4][CH2:3]2)[CH:14]=[C:13]([O:15][CH3:16])[CH:12]=1, predict the reactants needed to synthesize it. The reactants are: [C:1](=O)([S:8][C:9]1[CH:14]=[C:13]([O:15][CH3:16])[CH:12]=[C:11]([Br:17])[CH:10]=1)[C:2]1[CH:7]=[CH:6][CH:5]=[CH:4][CH:3]=1.BrCC1CCCCC1.C([O-])([O-])=O.[Cs+].[Cs+]. (4) Given the product [CH2:6]([O:5][C:3]([C:2]1[C:1](=[O:9])[N:23]([CH2:16][C:17]2[CH:18]=[CH:19][CH:20]=[CH:21][CH:22]=2)[C:28]2[C:27]([C:26]=1[OH:25])=[CH:32][C:31]([F:33])=[CH:30][CH:29]=2)=[O:4])[CH3:7], predict the reactants needed to synthesize it. The reactants are: [C:1]([O:9]CC)(=O)[CH2:2][C:3]([O:5][CH2:6][CH3:7])=[O:4].[H-].[Na+].[H][H].[CH2:16]([N:23]1[C:28]2[CH:29]=[CH:30][C:31]([F:33])=[CH:32][C:27]=2[C:26](=O)[O:25]C1=O)[C:17]1[CH:22]=[CH:21][CH:20]=[CH:19][CH:18]=1. (5) Given the product [N:1]([C@@H:4]1[C:14]2[C:9](=[N:10][CH:11]=[CH:12][CH:13]=2)[C@H:8]([OH:15])[CH2:7][CH2:6][C@H:5]1[C:26]1[CH:31]=[CH:30][CH:29]=[C:28]([F:32])[C:27]=1[F:33])=[N+:2]=[N-:3], predict the reactants needed to synthesize it. The reactants are: [N:1]([C@@H:4]1[C:14]2[C:9](=[N:10][CH:11]=[CH:12][CH:13]=2)[C@H:8]([O:15][Si](C(C)C)(C(C)C)C(C)C)[CH2:7][CH2:6][C@H:5]1[C:26]1[CH:31]=[CH:30][CH:29]=[C:28]([F:32])[C:27]=1[F:33])=[N+:2]=[N-:3].CCCC[N+](CCCC)(CCCC)CCCC.[F-]. (6) The reactants are: [F:1][C:2]1[C:3]([C:8]#[N:9])=[N:4][CH:5]=[CH:6][CH:7]=1. Given the product [F:1][C:2]1[C:3]([CH2:8][NH2:9])=[N:4][CH:5]=[CH:6][CH:7]=1, predict the reactants needed to synthesize it. (7) Given the product [F:23][C:18]1[C:17]([C:13]2[CH:12]=[C:11]([N:9]3[CH:10]=[C:6]([C:4]([OH:5])=[O:3])[N:7]=[CH:8]3)[CH:16]=[CH:15][CH:14]=2)=[CH:22][CH:21]=[CH:20][N:19]=1, predict the reactants needed to synthesize it. The reactants are: C([O:3][C:4]([C:6]1[N:7]=[CH:8][N:9]([C:11]2[CH:16]=[CH:15][CH:14]=[C:13]([C:17]3[C:18]([F:23])=[N:19][CH:20]=[CH:21][CH:22]=3)[CH:12]=2)[CH:10]=1)=[O:5])C.[OH-].[K+].